Dataset: Forward reaction prediction with 1.9M reactions from USPTO patents (1976-2016). Task: Predict the product of the given reaction. Given the reactants [CH3:1][O-:2].[Na+].Cl[CH2:5][C:6]1[O:10][C:9]([C:11]2[CH:16]=[CH:15][C:14]([C:17]3[C:22]([CH3:23])=[C:21]([F:24])[CH:20]=[C:19]([C:25]([NH:27][CH:28]4[CH2:30][CH2:29]4)=[O:26])[CH:18]=3)=[CH:13][CH:12]=2)=[N:8][N:7]=1, predict the reaction product. The product is: [CH:28]1([NH:27][C:25]([C:19]2[CH:18]=[C:17]([C:14]3[CH:15]=[CH:16][C:11]([C:9]4[O:10][C:6]([CH2:5][O:2][CH3:1])=[N:7][N:8]=4)=[CH:12][CH:13]=3)[C:22]([CH3:23])=[C:21]([F:24])[CH:20]=2)=[O:26])[CH2:30][CH2:29]1.